From a dataset of Full USPTO retrosynthesis dataset with 1.9M reactions from patents (1976-2016). Predict the reactants needed to synthesize the given product. (1) Given the product [F:1][C:2]1[C:3]2[CH:13]=[CH:12][C:11]([C:14]([F:17])([F:16])[F:15])=[CH:10][C:4]=2[S:5][C:6]=1[C:7]([Cl:22])=[O:8], predict the reactants needed to synthesize it. The reactants are: [F:1][C:2]1[C:3]2[CH:13]=[CH:12][C:11]([C:14]([F:17])([F:16])[F:15])=[CH:10][C:4]=2[S:5][C:6]=1[C:7](O)=[O:8].C(Cl)(C([Cl:22])=O)=O. (2) Given the product [CH:24]1([C:28]([N:13]2[CH2:14][CH2:15][CH:9]3[CH2:8][N:7]([CH2:6][C:5]4[CH:22]=[CH:23][C:2]([F:1])=[CH:3][CH:4]=4)[CH2:21][CH2:20][N:10]3[C:11]3[N:19]=[CH:18][CH:17]=[CH:16][C:12]2=3)=[O:29])[CH2:27][CH2:26][CH2:25]1, predict the reactants needed to synthesize it. The reactants are: [F:1][C:2]1[CH:23]=[CH:22][C:5]([CH2:6][N:7]2[CH2:21][CH2:20][N:10]3[C:11]4[N:19]=[CH:18][CH:17]=[CH:16][C:12]=4[NH:13][CH2:14][CH2:15][CH:9]3[CH2:8]2)=[CH:4][CH:3]=1.[CH:24]1([C:28](Cl)=[O:29])[CH2:27][CH2:26][CH2:25]1. (3) Given the product [Cl:8][C:6]1[N:5]=[C:4]([O:9][CH3:10])[N:3]=[C:2]([NH:21][CH2:20][CH2:19][C:13]2[CH:14]=[CH:15][C:16]([Cl:18])=[CH:17][C:12]=2[Cl:11])[CH:7]=1, predict the reactants needed to synthesize it. The reactants are: Cl[C:2]1[CH:7]=[C:6]([Cl:8])[N:5]=[C:4]([O:9][CH3:10])[N:3]=1.[Cl:11][C:12]1[CH:17]=[C:16]([Cl:18])[CH:15]=[CH:14][C:13]=1[CH2:19][CH2:20][NH2:21].C([O-])([O-])=O.[Na+].[Na+].O.